This data is from Full USPTO retrosynthesis dataset with 1.9M reactions from patents (1976-2016). The task is: Predict the reactants needed to synthesize the given product. (1) Given the product [NH2:17][C:14]1[CH:13]=[CH:12][C:11]([C:9]([C:6]2[CH:7]=[CH:8][C:3]([N:2]([CH3:20])[CH3:1])=[CH:4][CH:5]=2)=[O:10])=[CH:16][CH:15]=1, predict the reactants needed to synthesize it. The reactants are: [CH3:1][N:2]([CH3:20])[C:3]1[CH:8]=[CH:7][C:6]([C:9]([C:11]2[CH:16]=[CH:15][C:14]([N+:17]([O-])=O)=[CH:13][CH:12]=2)=[O:10])=[CH:5][CH:4]=1.[Sn](Cl)(Cl)(Cl)Cl. (2) The reactants are: [F:1][C:2]1[CH:7]=[CH:6][C:5]([N:8]2[C:16]3[C:11](=[CH:12][CH:13]=[CH:14][CH:15]=3)[CH:10]([C:17]3[C:26]([OH:27])=[CH:25][C:20]4[O:21][CH2:22][CH2:23][O:24][C:19]=4[CH:18]=3)[C:9]2=[O:28])=[CH:4][CH:3]=1.[C:29]1(C(C2C=CC=CC=2)N2C3C(=CC=CC=3)C(C3C=C(C)C(OC)=CC=3O)C2=O)C=CC=CC=1. Given the product [F:1][C:2]1[CH:7]=[CH:6][C:5]([N:8]2[C:16]3[C:11](=[CH:12][CH:13]=[CH:14][CH:15]=3)[C:10]3([C:17]4[C:26](=[CH:25][C:20]5[O:21][CH2:22][CH2:23][O:24][C:19]=5[CH:18]=4)[O:27][CH2:29]3)[C:9]2=[O:28])=[CH:4][CH:3]=1, predict the reactants needed to synthesize it. (3) The reactants are: [S:1]1[CH:5]=[CH:4][CH:3]=[C:2]1[CH:6]=O.[CH3:8][O:9][CH2:10][CH2:11][NH2:12].[C:13]1(=[O:24])[O:19][C:17](=O)[C:16]2=[CH:20][CH:21]=[CH:22][CH:23]=[C:15]2[CH2:14]1.[N:25]1[CH:30]=[CH:29][CH:28]=[C:27]([C:31]2[CH:37]=[CH:36][C:34]([NH2:35])=[CH:33][CH:32]=2)[CH:26]=1. Given the product [CH3:8][O:9][CH2:10][CH2:11][N:12]1[CH:6]([C:2]2[S:1][CH:5]=[CH:4][CH:3]=2)[CH:14]([C:13]([NH:35][C:34]2[CH:33]=[CH:32][C:31]([C:27]3[CH:26]=[N:25][CH:30]=[CH:29][CH:28]=3)=[CH:37][CH:36]=2)=[O:24])[C:15]2[C:16](=[CH:20][CH:21]=[CH:22][CH:23]=2)[C:17]1=[O:19], predict the reactants needed to synthesize it.